The task is: Regression/Classification. Given a drug SMILES string, predict its absorption, distribution, metabolism, or excretion properties. Task type varies by dataset: regression for continuous measurements (e.g., permeability, clearance, half-life) or binary classification for categorical outcomes (e.g., BBB penetration, CYP inhibition). Dataset: cyp3a4_veith.. This data is from CYP3A4 inhibition data for predicting drug metabolism from PubChem BioAssay. (1) The compound is O=CN1CCN(C[C@H](O)CN2CCCCC2)CC1. The result is 0 (non-inhibitor). (2) The molecule is N#C/C(=C/c1cccc(C(F)(F)F)c1)c1nc(CCN2C(=O)c3ccccc3C2=O)cs1. The result is 1 (inhibitor).